From a dataset of Forward reaction prediction with 1.9M reactions from USPTO patents (1976-2016). Predict the product of the given reaction. Given the reactants [Cl:1][C:2]1[CH:3]=[C:4]([CH:23]=[CH:24][CH:25]=1)[CH2:5][CH:6]1[CH2:11][CH2:10][CH:9]([CH2:12][O:13][C:14]2[CH:21]=[CH:20][CH:19]=[C:18](F)[C:15]=2[C:16]#[N:17])[CH2:8][CH2:7]1.C(=O)(O)O.[NH2:30][C:31]([NH2:33])=[NH:32].O, predict the reaction product. The product is: [Cl:1][C:2]1[CH:3]=[C:4]([CH:23]=[CH:24][CH:25]=1)[CH2:5][CH:6]1[CH2:11][CH2:10][CH:9]([CH2:12][O:13][C:14]2[CH:21]=[CH:20][CH:19]=[C:18]3[C:15]=2[C:16]([NH2:17])=[N:32][C:31]([NH2:33])=[N:30]3)[CH2:8][CH2:7]1.